Dataset: Full USPTO retrosynthesis dataset with 1.9M reactions from patents (1976-2016). Task: Predict the reactants needed to synthesize the given product. (1) Given the product [CH2:3]([N:10]1[CH2:11][CH2:12][C:13]([NH:19][C:20]2[CH:25]=[CH:24][CH:23]=[CH:22][CH:21]=2)([C:16]([O:18][CH3:27])=[O:17])[CH2:14][CH2:15]1)[C:4]1[CH:5]=[CH:6][CH:7]=[CH:8][CH:9]=1, predict the reactants needed to synthesize it. The reactants are: IC.[CH2:3]([N:10]1[CH2:15][CH2:14][C:13]([NH:19][C:20]2[CH:25]=[CH:24][CH:23]=[CH:22][CH:21]=2)([C:16]([O-:18])=[O:17])[CH2:12][CH2:11]1)[C:4]1[CH:9]=[CH:8][CH:7]=[CH:6][CH:5]=1.[Na+].[CH3:27]CCCCC. (2) Given the product [CH3:25][C:26]1[CH:32]=[CH:31][CH:30]=[CH:29][C:27]=1[NH:17][C:12]1[CH:11]=[CH:10][C:9]([OH:20])=[C:8]2[C:13]=1[C:14](=[O:16])[C:15]1[C:2]([OH:1])=[CH:3][CH:4]=[C:5]([N+:22]([O-:24])=[O:23])[C:6]=1[C:7]2=[O:21], predict the reactants needed to synthesize it. The reactants are: [OH:1][C:2]1[C:15]2[C:14](=[O:16])[C:13]3[C:8](=[C:9]([OH:20])[CH:10]=[CH:11][C:12]=3[N+:17]([O-])=O)[C:7](=[O:21])[C:6]=2[C:5]([N+:22]([O-:24])=[O:23])=[CH:4][CH:3]=1.[CH3:25][C:26]1[CH:32]=[CH:31][CH:30]=[CH:29][C:27]=1N.